From a dataset of NCI-60 drug combinations with 297,098 pairs across 59 cell lines. Regression. Given two drug SMILES strings and cell line genomic features, predict the synergy score measuring deviation from expected non-interaction effect. (1) Drug 1: C1=NC2=C(N=C(N=C2N1C3C(C(C(O3)CO)O)F)Cl)N. Drug 2: C1CCC(C(C1)N)N.C(=O)(C(=O)[O-])[O-].[Pt+4]. Cell line: U251. Synergy scores: CSS=36.7, Synergy_ZIP=-1.35, Synergy_Bliss=4.31, Synergy_Loewe=5.59, Synergy_HSA=5.76. (2) Drug 1: CC(C1=C(C=CC(=C1Cl)F)Cl)OC2=C(N=CC(=C2)C3=CN(N=C3)C4CCNCC4)N. Drug 2: C1C(C(OC1N2C=NC3=C2NC=NCC3O)CO)O. Cell line: MOLT-4. Synergy scores: CSS=33.1, Synergy_ZIP=0.152, Synergy_Bliss=5.40, Synergy_Loewe=-7.67, Synergy_HSA=4.36. (3) Drug 1: CC1OCC2C(O1)C(C(C(O2)OC3C4COC(=O)C4C(C5=CC6=C(C=C35)OCO6)C7=CC(=C(C(=C7)OC)O)OC)O)O. Drug 2: C1C(C(OC1N2C=C(C(=O)NC2=O)F)CO)O. Cell line: HCT-15. Synergy scores: CSS=61.4, Synergy_ZIP=-2.07, Synergy_Bliss=-1.49, Synergy_Loewe=0.923, Synergy_HSA=3.89. (4) Drug 1: C1CC(=O)NC(=O)C1N2CC3=C(C2=O)C=CC=C3N. Drug 2: CC12CCC3C(C1CCC2OP(=O)(O)O)CCC4=C3C=CC(=C4)OC(=O)N(CCCl)CCCl.[Na+]. Cell line: UACC62. Synergy scores: CSS=-2.41, Synergy_ZIP=-4.21, Synergy_Bliss=-9.82, Synergy_Loewe=-9.09, Synergy_HSA=-8.98. (5) Drug 1: C1CN(CCN1C(=O)CCBr)C(=O)CCBr. Drug 2: C1CCC(C(C1)N)N.C(=O)(C(=O)[O-])[O-].[Pt+4]. Cell line: IGROV1. Synergy scores: CSS=20.5, Synergy_ZIP=-11.6, Synergy_Bliss=-9.04, Synergy_Loewe=-21.4, Synergy_HSA=-5.46. (6) Drug 1: CCCS(=O)(=O)NC1=C(C(=C(C=C1)F)C(=O)C2=CNC3=C2C=C(C=N3)C4=CC=C(C=C4)Cl)F. Drug 2: CC1=C(C(=O)C2=C(C1=O)N3CC4C(C3(C2COC(=O)N)OC)N4)N. Cell line: COLO 205. Synergy scores: CSS=58.0, Synergy_ZIP=-1.28, Synergy_Bliss=-1.26, Synergy_Loewe=0.502, Synergy_HSA=3.72. (7) Cell line: OVCAR-5. Drug 1: C1=NC2=C(N1)C(=S)N=C(N2)N. Synergy scores: CSS=32.2, Synergy_ZIP=-1.18, Synergy_Bliss=-2.42, Synergy_Loewe=-3.37, Synergy_HSA=-2.46. Drug 2: CC1C(C(CC(O1)OC2CC(OC(C2O)C)OC3=CC4=CC5=C(C(=O)C(C(C5)C(C(=O)C(C(C)O)O)OC)OC6CC(C(C(O6)C)O)OC7CC(C(C(O7)C)O)OC8CC(C(C(O8)C)O)(C)O)C(=C4C(=C3C)O)O)O)O.